Dataset: NCI-60 drug combinations with 297,098 pairs across 59 cell lines. Task: Regression. Given two drug SMILES strings and cell line genomic features, predict the synergy score measuring deviation from expected non-interaction effect. (1) Drug 1: COCCOC1=C(C=C2C(=C1)C(=NC=N2)NC3=CC=CC(=C3)C#C)OCCOC. Drug 2: CCC1=C2N=C(C=C(N2N=C1)NCC3=C[N+](=CC=C3)[O-])N4CCCCC4CCO. Cell line: UACC62. Synergy scores: CSS=69.4, Synergy_ZIP=5.38, Synergy_Bliss=5.54, Synergy_Loewe=2.97, Synergy_HSA=8.85. (2) Drug 1: COC1=C(C=C2C(=C1)N=CN=C2NC3=CC(=C(C=C3)F)Cl)OCCCN4CCOCC4. Drug 2: C1=NC2=C(N=C(N=C2N1C3C(C(C(O3)CO)O)F)Cl)N. Cell line: MDA-MB-231. Synergy scores: CSS=21.2, Synergy_ZIP=-9.72, Synergy_Bliss=-7.50, Synergy_Loewe=-5.47, Synergy_HSA=-3.72.